This data is from Full USPTO retrosynthesis dataset with 1.9M reactions from patents (1976-2016). The task is: Predict the reactants needed to synthesize the given product. (1) Given the product [CH3:20][O:17][C:16]([C:12]1[CH:11]=[C:10]2[C:15]([C:7]([CH:1]3[CH2:2][CH2:3][CH2:4][CH2:5][CH2:6]3)=[CH:8][NH:9]2)=[CH:14][CH:13]=1)=[O:18], predict the reactants needed to synthesize it. The reactants are: [CH:1]1([C:7]2[C:15]3[C:10](=[CH:11][C:12]([C:16]([OH:18])=[O:17])=[CH:13][CH:14]=3)[NH:9][CH:8]=2)[CH2:6][CH2:5][CH2:4][CH2:3][CH2:2]1.Cl.[CH3:20]O. (2) The reactants are: [F:1][C:2]1[CH:3]=[C:4]([CH:49]=[CH:50][CH:51]=1)[CH2:5][N:6]1[CH:10]=[C:9]([C:11]2[C:19]3[C:14](=[N:15][CH:16]=[C:17]([C:20]4[CH:21]=[CH:22][C:23]([N:26]5[CH2:31][CH2:30][N:29](C(OC(C)(C)C)=O)[CH2:28][CH2:27]5)=[N:24][CH:25]=4)[CH:18]=3)[N:13](S(C3C=CC(C)=CC=3)(=O)=O)[CH:12]=2)[CH:8]=[N:7]1.C(O)(C(F)(F)F)=O.C(Cl)Cl. Given the product [F:1][C:2]1[CH:3]=[C:4]([CH:49]=[CH:50][CH:51]=1)[CH2:5][N:6]1[CH:10]=[C:9]([C:11]2[C:19]3[C:14](=[N:15][CH:16]=[C:17]([C:20]4[CH:25]=[N:24][C:23]([N:26]5[CH2:27][CH2:28][NH:29][CH2:30][CH2:31]5)=[CH:22][CH:21]=4)[CH:18]=3)[NH:13][CH:12]=2)[CH:8]=[N:7]1, predict the reactants needed to synthesize it. (3) Given the product [NH2:16][C:15]1[CH:14]=[C:13]([C:17]2[CH:22]=[CH:21][N:20]=[CH:19][CH:18]=2)[S:6][C:7]=1[C:8]([O:10][CH3:11])=[O:9], predict the reactants needed to synthesize it. The reactants are: CO.C[O-].[Na+].[SH:6][CH2:7][C:8]([O:10][CH3:11])=[O:9].Cl/[C:13](/[C:17]1[CH:22]=[CH:21][N:20]=[CH:19][CH:18]=1)=[CH:14]/[C:15]#[N:16]. (4) Given the product [F:1][C:2]([F:36])([F:35])[C:3]1[CH:4]=[C:5]([C:13]([CH3:34])([CH3:33])[C:14]([N:16]([C:18]2[CH:19]=[N:20][C:21]([N:44]3[CH2:43][CH2:42][N:41]4[S:37](=[O:47])(=[O:46])[CH2:38][CH2:39][CH:40]4[CH2:45]3)=[CH:22][C:23]=2[C:24]2[CH:29]=[CH:28][C:27]([F:30])=[CH:26][C:25]=2[CH3:31])[CH3:17])=[O:15])[CH:6]=[C:7]([C:9]([F:12])([F:11])[F:10])[CH:8]=1, predict the reactants needed to synthesize it. The reactants are: [F:1][C:2]([F:36])([F:35])[C:3]1[CH:4]=[C:5]([C:13]([CH3:34])([CH3:33])[C:14]([N:16]([C:18]2[CH:19]=[N:20][C:21](Cl)=[CH:22][C:23]=2[C:24]2[CH:29]=[CH:28][C:27]([F:30])=[CH:26][C:25]=2[CH3:31])[CH3:17])=[O:15])[CH:6]=[C:7]([C:9]([F:12])([F:11])[F:10])[CH:8]=1.[S:37]1(=[O:47])(=[O:46])[N:41]2[CH2:42][CH2:43][NH:44][CH2:45][CH:40]2[CH2:39][CH2:38]1.C(=O)([O-])[O-].[K+].[K+].[NH4+].[Cl-]. (5) Given the product [C:40]([O:44][C:21](=[O:30])[NH:18][C:8]1[CH:7]=[CH:6][C:5]2[C:10](=[CH:11][CH:12]=[C:3]([O:2][CH3:1])[CH:4]=2)[CH:9]=1)([CH3:43])([CH3:42])[CH3:41], predict the reactants needed to synthesize it. The reactants are: [CH3:1][O:2][C:3]1[CH:4]=[C:5]2[C:10](=[CH:11][CH:12]=1)[CH:9]=[C:8](C(O)=O)[CH:7]=[CH:6]2.C([N:18]([CH2:21]C)CC)C.C1(P(N=[N+]=[N-])(C2C=CC=CC=2)=[O:30])C=CC=CC=1.[C:40]([OH:44])([CH3:43])([CH3:42])[CH3:41]. (6) Given the product [Cl:1][C:2]1[CH:10]=[C:9]([C:11]2[CH2:15][C:14]([C:20]3[CH:21]=[C:22]([Cl:27])[CH:23]=[C:24]([Cl:26])[CH:25]=3)([C:16]([F:19])([F:18])[F:17])[O:13][N:12]=2)[CH:8]=[CH:7][C:3]=1[C:4]([NH:36][CH2:37][C:38]([NH:40][CH2:41][CH3:42])=[O:39])=[N:5][OH:6], predict the reactants needed to synthesize it. The reactants are: [Cl:1][C:2]1[CH:10]=[C:9]([C:11]2[CH2:15][C:14]([C:20]3[CH:25]=[C:24]([Cl:26])[CH:23]=[C:22]([Cl:27])[CH:21]=3)([C:16]([F:19])([F:18])[F:17])[O:13][N:12]=2)[CH:8]=[CH:7][C:3]=1[CH:4]=[N:5][OH:6].ClN1C(=O)CCC1=O.[NH2:36][CH2:37][C:38]([NH:40][CH2:41][CH3:42])=[O:39].C(N(CC)CC)C. (7) The reactants are: [CH:1]1([N:4]2[C:13]3[C:8](=[C:9]([NH2:17])[C:10]([F:16])=[C:11](F)[C:12]=3[F:14])[C:7](=[O:18])[C:6]([C:19]([OH:21])=[O:20])=[CH:5]2)[CH2:3][CH2:2]1.[CH2:22]([O:24][N:25]=[C:26]1[C:30]2([CH2:33][N:32]([C:34]([O:36][C:37]([CH3:40])([CH3:39])[CH3:38])=[O:35])[CH2:31]2)[CH2:29][NH:28][CH2:27]1)[CH3:23].C(#N)C. Given the product [C:37]([O:36][C:34]([N:32]1[CH2:33][C:30]2([C:26](=[N:25][O:24][CH2:22][CH3:23])[CH2:27][N:28]([C:11]3[C:12]([F:14])=[C:13]4[C:8]([C:7](=[O:18])[C:6]([C:19]([OH:21])=[O:20])=[CH:5][N:4]4[CH:1]4[CH2:3][CH2:2]4)=[C:9]([NH2:17])[C:10]=3[F:16])[CH2:29]2)[CH2:31]1)=[O:35])([CH3:40])([CH3:39])[CH3:38], predict the reactants needed to synthesize it.